From a dataset of Full USPTO retrosynthesis dataset with 1.9M reactions from patents (1976-2016). Predict the reactants needed to synthesize the given product. (1) Given the product [CH:16]1([N:20]2[CH2:26][CH2:25][C:24]3[CH:27]=[C:28]([O:31][C:2]4[N:7]=[CH:6][C:5]([C:8]5[CH:9]=[CH:10][C:11](=[O:14])[NH:12][N:13]=5)=[CH:4][CH:3]=4)[CH:29]=[CH:30][C:23]=3[CH2:22][CH2:21]2)[CH2:19][CH2:18][CH2:17]1, predict the reactants needed to synthesize it. The reactants are: Cl[C:2]1[N:7]=[CH:6][C:5]([C:8]2[CH2:9][CH2:10][C:11](=[O:14])[NH:12][N:13]=2)=[CH:4][CH:3]=1.Cl.[CH:16]1([N:20]2[CH2:26][CH2:25][C:24]3[CH:27]=[C:28]([OH:31])[CH:29]=[CH:30][C:23]=3[CH2:22][CH2:21]2)[CH2:19][CH2:18][CH2:17]1. (2) Given the product [Br:16][C:17]1[C:18]([N:1]2[CH2:5][CH2:4][C@@H:3]([OH:6])[CH2:2]2)=[N:19][CH:20]=[C:21]([CH:36]=1)[C:22]([NH:24][C:25]1[CH:26]=[CH:27][C:28]([O:31][C:32]([Cl:35])([F:33])[F:34])=[CH:29][CH:30]=1)=[O:23], predict the reactants needed to synthesize it. The reactants are: [NH:1]1[CH2:5][CH2:4][C@@H:3]([OH:6])[CH2:2]1.CCN(C(C)C)C(C)C.[Br:16][C:17]1[C:18](Cl)=[N:19][CH:20]=[C:21]([CH:36]=1)[C:22]([NH:24][C:25]1[CH:30]=[CH:29][C:28]([O:31][C:32]([Cl:35])([F:34])[F:33])=[CH:27][CH:26]=1)=[O:23].CCOC(C)=O. (3) Given the product [F:1][C:2]1[CH:37]=[CH:36][C:5]([CH2:6][O:7][C:8]2[C:17]3[C:16]([CH3:18])([CH3:19])[CH2:15][CH2:14][C:13]([CH3:20])([CH3:21])[C:12]=3[CH:11]=[C:10]([C:22](=[O:35])/[CH:23]=[CH:24]/[C:25]3[CH:34]=[CH:33][C:28]([C:29]([OH:31])=[O:30])=[CH:27][CH:26]=3)[CH:9]=2)=[CH:4][CH:3]=1, predict the reactants needed to synthesize it. The reactants are: [F:1][C:2]1[CH:37]=[CH:36][C:5]([CH2:6][O:7][C:8]2[C:17]3[C:16]([CH3:19])([CH3:18])[CH2:15][CH2:14][C:13]([CH3:21])([CH3:20])[C:12]=3[CH:11]=[C:10]([C:22](=[O:35])/[CH:23]=[CH:24]/[C:25]3[CH:34]=[CH:33][C:28]([C:29]([O:31]C)=[O:30])=[CH:27][CH:26]=3)[CH:9]=2)=[CH:4][CH:3]=1.[OH-].[Na+]. (4) The reactants are: [Cl:1][C:2]1[CH:10]=[CH:9][CH:8]=[C:7]2[C:3]=1[CH:4]=[N:5][NH:6]2.C1(C)C=CC(S([O-])(=O)=O)=CC=1.[NH+]1C=CC=CC=1.[O:28]1[CH:33]=[CH:32][CH2:31][CH2:30][CH2:29]1. Given the product [Cl:1][C:2]1[CH:10]=[CH:9][CH:8]=[C:7]2[C:3]=1[CH:4]=[N:5][N:6]2[CH:29]1[CH2:30][CH2:31][CH2:32][CH2:33][O:28]1, predict the reactants needed to synthesize it.